Predict which catalyst facilitates the given reaction. From a dataset of Catalyst prediction with 721,799 reactions and 888 catalyst types from USPTO. (1) Reactant: [F:1][C:2]([F:18])([F:17])[C:3]1[CH:8]=[CH:7][CH:6]=[CH:5][C:4]=1[S:9]([C@H:12]1[CH2:16][CH2:15][NH:14][CH2:13]1)(=[O:11])=[O:10].Cl[C:20]1[CH:25]=[C:24]([C:26]([F:29])([F:28])[F:27])[N:23]=[C:22]([S:30][CH3:31])[N:21]=1.[F-].[K+]. Product: [CH3:31][S:30][C:22]1[N:23]=[C:24]([C:26]([F:29])([F:27])[F:28])[CH:25]=[C:20]([N:14]2[CH2:15][CH2:16][C@H:12]([S:9]([C:4]3[CH:5]=[CH:6][CH:7]=[CH:8][C:3]=3[C:2]([F:17])([F:1])[F:18])(=[O:11])=[O:10])[CH2:13]2)[N:21]=1. The catalyst class is: 10. (2) Reactant: [CH3:1][N:2]1[CH:6]=[CH:5][CH:4]=[C:3]1[C:7]([O:9][CH3:10])=[O:8].[Br:11]N1C(=O)CCC1=O. Product: [Br:11][C:6]1[N:2]([CH3:1])[C:3]([C:7]([O:9][CH3:10])=[O:8])=[CH:4][CH:5]=1. The catalyst class is: 22. (3) Reactant: [C:1]([C@H:5]1[CH2:10][CH2:9][C@H:8]([NH:11][CH:12]2[C:20]3[C:15](=[CH:16][C:17]([C:21]([O:23][CH2:24][CH2:25][CH2:26][CH3:27])=[O:22])=[CH:18][CH:19]=3)[CH2:14][CH2:13]2)[CH2:7][CH2:6]1)([CH3:4])([CH3:3])[CH3:2].CCN(CC)CC.[O:35](C(OC(C)(C)C)=O)[C:36]([O:38][C:39]([CH3:42])([CH3:41])[CH3:40])=O. Product: [C:39]([O:38][C:36]([N:11]([C@H:8]1[CH2:9][CH2:10][C@H:5]([C:1]([CH3:4])([CH3:3])[CH3:2])[CH2:6][CH2:7]1)[CH:12]1[C:20]2[C:15](=[CH:16][C:17]([C:21]([O:23][CH2:24][CH2:25][CH2:26][CH3:27])=[O:22])=[CH:18][CH:19]=2)[CH2:14][CH2:13]1)=[O:35])([CH3:42])([CH3:41])[CH3:40]. The catalyst class is: 64. (4) Product: [CH3:12][O:11][C:3]1[CH:4]=[C:5]([N+:8]([O-:10])=[O:9])[CH:6]=[CH:7][C:2]=1[P:22](=[O:29])([O:26][CH2:27][CH3:28])[O:23][CH2:24][CH3:25]. The catalyst class is: 11. Reactant: I[C:2]1[CH:7]=[CH:6][C:5]([N+:8]([O-:10])=[O:9])=[CH:4][C:3]=1[O:11][CH3:12].CCN(C(C)C)C(C)C.[PH:22](=[O:29])([O:26][CH2:27][CH3:28])[O:23][CH2:24][CH3:25]. (5) Reactant: [CH2:1]([O:8][C@H:9]([C@@H:15]([OH:21])[C:16]([O:18]CC)=[O:17])[C:10]([O:12]CC)=[O:11])[C:2]1[CH:7]=[CH:6][CH:5]=[CH:4][CH:3]=1.O.[OH-].[Li+]. Product: [CH2:1]([O:8][C@H:9]([C@@H:15]([OH:21])[C:16]([OH:18])=[O:17])[C:10]([OH:12])=[O:11])[C:2]1[CH:3]=[CH:4][CH:5]=[CH:6][CH:7]=1. The catalyst class is: 1.